This data is from Full USPTO retrosynthesis dataset with 1.9M reactions from patents (1976-2016). The task is: Predict the reactants needed to synthesize the given product. (1) The reactants are: BrC1C=C(C=C(OC[C@H]2CCCO2)C=1)COC1C=CC=CC=1CC(OC)=O.[Br:28][C:29]1[CH:30]=[C:31]([CH2:42][OH:43])[CH:32]=[C:33]([O:35][CH2:36][C@H:37]2[CH2:41][CH2:40][CH2:39][O:38]2)[CH:34]=1.O[C:45]1[CH:50]=[CH:49][CH:48]=[CH:47][C:46]=1[CH2:51][C:52]([O:54][C:55]([CH3:58])([CH3:57])[CH3:56])=[O:53]. Given the product [Br:28][C:29]1[CH:30]=[C:31]([CH:32]=[C:33]([O:35][CH2:36][C@H:37]2[CH2:41][CH2:40][CH2:39][O:38]2)[CH:34]=1)[CH2:42][O:43][C:45]1[CH:50]=[CH:49][CH:48]=[CH:47][C:46]=1[CH2:51][C:52]([O:54][C:55]([CH3:58])([CH3:57])[CH3:56])=[O:53], predict the reactants needed to synthesize it. (2) Given the product [CH3:12][S:13][CH2:14][C:15]1[CH:4]=[CH:5][C:6]([C:7]([F:8])([F:9])[F:10])=[N:17][CH:16]=1, predict the reactants needed to synthesize it. The reactants are: C(O[CH:4]=[CH:5][C:6](=O)[C:7]([F:10])([F:9])[F:8])C.[CH3:12][S:13][CH2:14][CH:15]=[CH:16][N:17]1CCCC1.C([O-])(=O)C.[NH4+]. (3) The reactants are: Br[C:2]1[CH:3]=[CH:4][CH:5]=[C:6]2[C:11]=1[N:10]=[C:9]([C:12]1[CH:17]=[CH:16][CH:15]=[C:14]([F:18])[CH:13]=1)[C:8]([CH2:19][N:20]1C(=O)C3C(=CC=CC=3)C1=O)=[CH:7]2.C1C=CC(P(C2C(C3C(P(C4C=CC=CC=4)C4C=CC=CC=4)=CC=C4C=3C=CC=C4)=C3C(C=CC=C3)=CC=2)C2C=CC=CC=2)=CC=1.O(CCCC)[Na].[NH:83]1[CH2:88][CH2:87][O:86][CH2:85][CH2:84]1.NN. Given the product [F:18][C:14]1[CH:13]=[C:12]([C:9]2[C:8]([CH2:19][NH2:20])=[CH:7][C:2]3[C:11](=[C:6]([N:83]4[CH2:88][CH2:87][O:86][CH2:85][CH2:84]4)[CH:5]=[CH:4][CH:3]=3)[N:10]=2)[CH:17]=[CH:16][CH:15]=1, predict the reactants needed to synthesize it. (4) Given the product [CH:17]1([N:7]2[CH2:8][CH:9]([CH2:14][CH2:15][CH3:16])[C:10](=[O:13])[N:11]([CH3:12])[C:5]3[CH:4]=[N:3][C:2]([NH:23][C:24]4[CH:32]=[CH:31][C:27]([C:28]([OH:30])=[O:29])=[CH:26][C:25]=4[O:33][CH3:34])=[N:22][C:6]2=3)[CH2:21][CH2:20][CH2:19][CH2:18]1, predict the reactants needed to synthesize it. The reactants are: Cl[C:2]1[N:3]=[CH:4][C:5]2[N:11]([CH3:12])[C:10](=[O:13])[CH:9]([CH2:14][CH2:15][CH3:16])[CH2:8][N:7]([CH:17]3[CH2:21][CH2:20][CH2:19][CH2:18]3)[C:6]=2[N:22]=1.[NH2:23][C:24]1[CH:32]=[CH:31][C:27]([C:28]([OH:30])=[O:29])=[CH:26][C:25]=1[O:33][CH3:34].C(O)C.